Dataset: Reaction yield outcomes from USPTO patents with 853,638 reactions. Task: Predict the reaction yield, written as a fraction of the theoretical maximum amount of product (1.0 means a 100% yield; for example, 0.34 means a 34% yield). The reactants are [I:1][C:2]1[CH:11]=[CH:10][C:5]([C:6]([O:8]C)=[O:7])=[C:4]([CH3:12])[CH:3]=1.ClCCl.[OH-].[Na+]. The catalyst is CO. The product is [I:1][C:2]1[CH:11]=[CH:10][C:5]([C:6]([OH:8])=[O:7])=[C:4]([CH3:12])[CH:3]=1. The yield is 0.840.